This data is from Experimentally validated miRNA-target interactions with 360,000+ pairs, plus equal number of negative samples. The task is: Binary Classification. Given a miRNA mature sequence and a target amino acid sequence, predict their likelihood of interaction. (1) The miRNA is hsa-miR-329-5p with sequence GAGGUUUUCUGGGUUUCUGUUUC. The protein sequence of the target gene is MLSLSPILLYTCEMFQDPVAFKDVAVNFTQEEWALLDISQKNLYREVMLETFWNLTSIGKKWKDQNIEYEYQNPRRNFRSVTEEKVNEIKEDSHCGETFTPVPDDRLNFQKKKASPEVKSCDSFVCEVGLGNSSSNMNIRGDTGHKACECQEYGPKPWKSQQPKKAFRYHPSLRTQERDHTGKKPYACKECGKNIIYHSSIQRHMVVHSGDGPYKCKFCGKAFHCLSLYLIHERTHTGEKPYECKQCGKSFSYSATHRIHERTHIGEKPYECQECGKAFHSPRSCHRHERSHMGEKAYQC.... Result: 1 (interaction). (2) The miRNA is hsa-miR-6083 with sequence CUUAUAUCAGAGGCUGUGGG. The protein sequence of the target gene is MSRSPQRALPPGALPRLLQAAPAAAPRALLPQWPRRPGRRWPASPLGMKVFRRKALVLCAGYALLLVLTMLNLLDYKWHKEPLQQCNPDGPLGAAAGAAGGSWGRPGPPPAGPPRAHARLDLRTPYRPPAAAVGAAPAAAAGMAGVAAPPGNGTRGTGGVGDKRQLVYVFTTWRSGSSFFGELFNQNPEVFFLYEPVWHVWQKLYPGDAVSLQGAARDMLSALYRCDLSVFQLYSPAGSGGRNLTTLGIFGAATNKVVCSSPLCPAYRKEVVGLVDDRVCKKCPPQRLARFEEECRKYRT.... Result: 1 (interaction). (3) The miRNA is hsa-miR-4466 with sequence GGGUGCGGGCCGGCGGGG. The protein sequence of the target gene is MAWMTYISNWFEQDDWYEGLQRANMSQVRQVGLLAAGCQPWNKDVCAASGDRFAYCATLAIYIYQLDHRYNEFKLHAIMSEHKKTITAISWCPHNPDLFASGSTDNLVIIWNVAEQKVIAKLDSTKGIPASLSWCWNAEDVVAFVSHRGPLFIWTISGPDSGVIVHKDAHSFLSDICMFRWHTHQKGKVVFGHIDGSLSIFHPGNKNQKHVLRPESLEGTDEEDPVTALEWDPLSTDYLLVVNLHYGIRLVDSESLSCITTFNLPSAAASVQCLAWVPSAPGMFITGDSQVGVLRIWNVS.... Result: 1 (interaction). (4) The miRNA is hsa-miR-574-5p with sequence UGAGUGUGUGUGUGUGAGUGUGU. The protein sequence of the target gene is MYASSYPPPPQLSPRSHLCPPPPHPTPPQLNNLLLLEGRKSSLPSVAPTGSASAAEDSDLLTQPWYSGNCDRYAVESALLHLQKDGAYTVRPSSGPHGSQPFTLAVLLRGRVFNIPIRRLDGGRHYALGREGRNREELFSSVAAMVQHFMWHPLPLVDRHSGSRELTCLLFPTKP. Result: 0 (no interaction).